This data is from Full USPTO retrosynthesis dataset with 1.9M reactions from patents (1976-2016). The task is: Predict the reactants needed to synthesize the given product. (1) Given the product [CH3:8][S:9]([O:13][CH2:14][C:15]1([C:18]([O:20][CH2:21][CH3:22])=[O:19])[CH2:17][CH2:16]1)(=[O:11])=[O:10], predict the reactants needed to synthesize it. The reactants are: C(N(CC)CC)C.[CH3:8][S:9](Cl)(=[O:11])=[O:10].[OH:13][CH2:14][C:15]1([C:18]([O:20][CH2:21][CH3:22])=[O:19])[CH2:17][CH2:16]1. (2) Given the product [F:1][C:2]1[CH:10]=[CH:9][CH:8]=[C:7]([I:11])[C:3]=1[C:4]([O:6]/[N:19]=[C:20](\[NH2:24])/[CH3:21])=[O:5], predict the reactants needed to synthesize it. The reactants are: [F:1][C:2]1[CH:10]=[CH:9][CH:8]=[C:7]([I:11])[C:3]=1[C:4]([OH:6])=[O:5].C(Cl)(=O)C(Cl)=O.O[NH:19][C:20](=O)[CH3:21].C[N:24](C=O)C. (3) Given the product [CH3:21][O:20][C:17]1[CH:18]=[CH:19][C:14]([N:12]([CH3:13])[C:10]2[C:9]3[C:4](=[CH:5][CH:6]=[C:7]([N+:22]([O-:24])=[O:23])[CH:8]=3)[N:3]=[C:2]([NH:28][CH2:27][CH2:25][OH:26])[N:11]=2)=[CH:15][CH:16]=1, predict the reactants needed to synthesize it. The reactants are: Cl[C:2]1[N:11]=[C:10]([N:12]([C:14]2[CH:19]=[CH:18][C:17]([O:20][CH3:21])=[CH:16][CH:15]=2)[CH3:13])[C:9]2[C:4](=[CH:5][CH:6]=[C:7]([N+:22]([O-:24])=[O:23])[CH:8]=2)[N:3]=1.[CH2:25]([CH2:27][NH2:28])[OH:26].